Dataset: Catalyst prediction with 721,799 reactions and 888 catalyst types from USPTO. Task: Predict which catalyst facilitates the given reaction. (1) Reactant: [NH2:1][C:2]1[N:7]=[CH:6][N:5]=[C:4]2[N:8]([CH:12]([C:14]3[O:15][C:16]4[C:21]([C:22](=[O:31])[C:23]=3[C:24]3[CH:29]=[CH:28][CH:27]=[C:26]([F:30])[CH:25]=3)=[CH:20][CH:19]=[CH:18][CH:17]=4)[CH3:13])[N:9]=[C:10](I)[C:3]=12.C(=O)([O-])[O-].[Na+].[Na+].ClCCl.[CH3:41][N:42]([CH:44]=O)C. Product: [NH2:1][C:2]1[N:7]=[CH:6][N:5]=[C:4]2[N:8]([CH:12]([C:14]3[O:15][C:16]4[C:21]([C:22](=[O:31])[C:23]=3[C:24]3[CH:29]=[CH:28][CH:27]=[C:26]([F:30])[CH:25]=3)=[CH:20][CH:19]=[CH:18][CH:17]=4)[CH3:13])[N:9]=[C:10]([C:21]3[CH:20]=[C:44]4[C:14]([C:12]([CH3:13])=[N:8][N:42]4[CH3:41])=[CH:23][CH:22]=3)[C:3]=12. The catalyst class is: 40. (2) Reactant: [Cl:1][C:2]1[CH:7]=[CH:6][C:5]([C@H:8]2[CH2:13][C@H:12]([C:14](=[O:21])[CH2:15][C:16](OCC)=[O:17])[CH2:11][CH2:10][N:9]2[C:22]([O:24][CH3:25])=[O:23])=[CH:4][C:3]=1[F:26].[OH-].[Na+].[NH2:29]O.Cl. Product: [Cl:1][C:2]1[CH:7]=[CH:6][C:5]([C@H:8]2[CH2:13][C@H:12]([C:14]3[O:21][NH:29][C:16](=[O:17])[CH:15]=3)[CH2:11][CH2:10][N:9]2[C:22]([O:24][CH3:25])=[O:23])=[CH:4][C:3]=1[F:26]. The catalyst class is: 24. (3) Reactant: [C:1]([O:5][C:6]([NH:8][C:9]1[C:10]([C:14]([OH:16])=O)=[N:11][NH:12][CH:13]=1)=[O:7])([CH3:4])([CH3:3])[CH3:2].[N:17]1([CH2:23][C:24]2[CH:25]=[C:26]([NH2:31])[C:27]([NH2:30])=[CH:28][CH:29]=2)[CH2:22][CH2:21][O:20][CH2:19][CH2:18]1.C(Cl)CCl.C1C=CC2N(O)N=NC=2C=1. Product: [C:1]([O:5][C:6](=[O:7])[NH:8][C:9]1[C:10]([C:14](=[O:16])[NH:30][C:27]2[CH:28]=[CH:29][C:24]([CH2:23][N:17]3[CH2:22][CH2:21][O:20][CH2:19][CH2:18]3)=[CH:25][C:26]=2[NH2:31])=[N:11][NH:12][CH:13]=1)([CH3:2])([CH3:3])[CH3:4]. The catalyst class is: 3. (4) Reactant: [Br:1][C:2]1[C:10]2[C:5](=[N:6][CH:7]=[N:8][C:9]=2[Cl:11])[NH:4][N:3]=1.[CH2:12]([N:19]1[CH2:24][CH2:23][CH:22](O)[CH2:21][CH2:20]1)[C:13]1[CH:18]=[CH:17][CH:16]=[CH:15][CH:14]=1.C1(P(C2C=CC=CC=2)C2C=CC=CC=2)C=CC=CC=1.N(C(OCC)=O)=NC(OCC)=O. Product: [CH2:12]([N:19]1[CH2:24][CH2:23][CH:22]([N:4]2[C:5]3=[N:6][CH:7]=[N:8][C:9]([Cl:11])=[C:10]3[C:2]([Br:1])=[N:3]2)[CH2:21][CH2:20]1)[C:13]1[CH:18]=[CH:17][CH:16]=[CH:15][CH:14]=1. The catalyst class is: 7.